This data is from Full USPTO retrosynthesis dataset with 1.9M reactions from patents (1976-2016). The task is: Predict the reactants needed to synthesize the given product. (1) Given the product [C:5]([NH:13][C:14]1[CH:23]=[C:22]([O:24][CH2:25][C:26]2[CH:31]=[CH:30][CH:29]=[CH:28][CH:27]=2)[CH:21]=[CH:20][C:15]=1[C:16]([OH:18])=[O:17])(=[O:12])[C:6]1[CH:7]=[CH:8][CH:9]=[CH:10][CH:11]=1, predict the reactants needed to synthesize it. The reactants are: [OH-].[Na+].CO.[C:5]([NH:13][C:14]1[CH:23]=[C:22]([O:24][CH2:25][C:26]2[CH:31]=[CH:30][CH:29]=[CH:28][CH:27]=2)[CH:21]=[CH:20][C:15]=1[C:16]([O:18]C)=[O:17])(=[O:12])[C:6]1[CH:11]=[CH:10][CH:9]=[CH:8][CH:7]=1. (2) Given the product [C:4]([C:3]1[C:2]([N:11]([CH3:12])[S:13]([CH3:16])(=[O:15])=[O:14])=[N:9][C:8]([CH3:10])=[CH:7][CH:6]=1)#[N:5], predict the reactants needed to synthesize it. The reactants are: Cl[C:2]1[N:9]=[C:8]([CH3:10])[CH:7]=[CH:6][C:3]=1[C:4]#[N:5].[NH:11]([S:13]([CH3:16])(=[O:15])=[O:14])[CH3:12].C([O-])([O-])=O.[Cs+].[Cs+].